From a dataset of Catalyst prediction with 721,799 reactions and 888 catalyst types from USPTO. Predict which catalyst facilitates the given reaction. (1) Reactant: Br[CH2:2][CH2:3]Br.[C:5]([CH2:7][C:8]([O-:10])=[O:9])#[N:6].[C:11](=O)([O-])[O-].[K+].[K+]. Product: [C:5]([C:7]1([C:8]([O:10][CH3:11])=[O:9])[CH2:3][CH2:2]1)#[N:6]. The catalyst class is: 9. (2) Reactant: [O:1]=[C:2]1[CH2:7][O:6][C:5]2[N:8]=[C:9]([C:18]3[CH:23]=[CH:22][C:21]([C:24]4([NH:28][C:29](=[O:35])[O:30][C:31]([CH3:34])([CH3:33])[CH3:32])[CH2:27][CH2:26][CH2:25]4)=[CH:20][CH:19]=3)[C:10]([C:12]3[CH:17]=[CH:16][CH:15]=[CH:14][CH:13]=3)=[CH:11][C:4]=2[NH:3]1.Br[CH2:37][CH2:38][C:39]#[N:40].C(=O)([O-])[O-].[K+].[K+]. Product: [C:31]([O:30][C:29](=[O:35])[NH:28][C:24]1([C:21]2[CH:22]=[CH:23][C:18]([C:9]3[C:10]([C:12]4[CH:13]=[CH:14][CH:15]=[CH:16][CH:17]=4)=[CH:11][C:4]4[N:3]([CH2:37][CH2:38][C:39]#[N:40])[C:2](=[O:1])[CH2:7][O:6][C:5]=4[N:8]=3)=[CH:19][CH:20]=2)[CH2:25][CH2:26][CH2:27]1)([CH3:32])([CH3:34])[CH3:33]. The catalyst class is: 3. (3) Reactant: C(O[C:4]([C:6]1[C:7]2[S:15][CH:14]=[C:13]([CH2:16][O:17][C:18]3[CH:23]=[CH:22][CH:21]=[C:20]([O:24][CH2:25][C:26]4[CH:31]=[CH:30][CH:29]=[C:28]([C:32]([F:35])([F:34])[F:33])[CH:27]=4)[CH:19]=3)[C:8]=2[C:9]([NH2:12])=[N:10][CH:11]=1)=[O:5])C.[CH2:36]([CH2:38][NH2:39])[OH:37]. Product: [OH:37][CH2:36][CH2:38][NH:39][C:4]([C:6]1[C:7]2[S:15][CH:14]=[C:13]([CH2:16][O:17][C:18]3[CH:23]=[CH:22][CH:21]=[C:20]([O:24][CH2:25][C:26]4[CH:31]=[CH:30][CH:29]=[C:28]([C:32]([F:34])([F:35])[F:33])[CH:27]=4)[CH:19]=3)[C:8]=2[C:9]([NH2:12])=[N:10][CH:11]=1)=[O:5]. The catalyst class is: 16. (4) Reactant: [CH3:1][NH:2][C:3]1[N:8]=[C:7]([CH2:9][CH2:10][O:11][C:12]2[CH:24]=[CH:23][C:15]([CH2:16][C@@H:17]([C:19]([O:21][CH3:22])=[O:20])[NH2:18])=[CH:14][CH:13]=2)[CH:6]=[CH:5][CH:4]=1.[N:25]1([C:33]([O:35][C:36]([CH3:39])([CH3:38])[CH3:37])=[O:34])[CH2:29][CH2:28][CH2:27][CH:26]1[C:30]([O-])=[O:31].CN(C(ON1N=NC2C=CC=CC1=2)=[N+](C)C)C.[B-](F)(F)(F)F.[OH-].[Na+]. Product: [C:36]([O:35][C:33]([N:25]1[CH2:29][CH2:28][CH2:27][CH:26]1[C:30]([NH:18][C@H:17]([C:19]([O:21][CH3:22])=[O:20])[CH2:16][C:15]1[CH:14]=[CH:13][C:12]([O:11][CH2:10][CH2:9][C:7]2[CH:6]=[CH:5][CH:4]=[C:3]([NH:2][CH3:1])[N:8]=2)=[CH:24][CH:23]=1)=[O:31])=[O:34])([CH3:39])([CH3:38])[CH3:37]. The catalyst class is: 3. (5) Reactant: [O:1]=[C:2]1[C:7]([CH2:8][C:9]2[CH:14]=[CH:13][C:12]([C:15]3[C:16]([C:21]#[N:22])=[CH:17][CH:18]=[CH:19][CH:20]=3)=[CH:11][CH:10]=2)=[C:6]([CH2:23][CH2:24][CH3:25])[N:5]2[N:26]=[CH:27][N:28]=[C:4]2[NH:3]1.CI.[C:31](=O)([O-])[O-].[K+].[K+].CN(C)C=O. Product: [CH3:31][N:3]1[C:2](=[O:1])[C:7]([CH2:8][C:9]2[CH:10]=[CH:11][C:12]([C:15]3[C:16]([C:21]#[N:22])=[CH:17][CH:18]=[CH:19][CH:20]=3)=[CH:13][CH:14]=2)=[C:6]([CH2:23][CH2:24][CH3:25])[N:5]2[N:26]=[CH:27][N:28]=[C:4]12. The catalyst class is: 13. (6) Reactant: [CH2:1]([N:5]1[CH:9]=[CH:8][N:7]=[N:6]1)[CH2:2][CH2:3][CH3:4].CN([CH:13]=[O:14])C.[BH4-].[Na+].O. Product: [CH2:1]([N:5]1[C:9]([CH2:13][OH:14])=[CH:8][N:7]=[N:6]1)[CH2:2][CH2:3][CH3:4]. The catalyst class is: 1. (7) Reactant: [CH2:1]1[C:10]2[C:5](=[CH:6][CH:7]=[CH:8][CH:9]=2)[CH2:4][CH2:3][NH:2]1.C(N(CC)CC)C.Cl[C:19]1[C:24]([CH:25]([CH2:30][CH2:31][CH3:32])[C:26]([O:28][CH3:29])=[O:27])=[C:23]([CH3:33])[N:22]=[C:21]([C:34]2[CH:39]=[CH:38][CH:37]=[CH:36][CH:35]=2)[N:20]=1. Product: [CH2:1]1[C:10]2[C:5](=[CH:6][CH:7]=[CH:8][CH:9]=2)[CH2:4][CH2:3][N:2]1[C:19]1[C:24]([CH:25]([CH2:30][CH2:31][CH3:32])[C:26]([O:28][CH3:29])=[O:27])=[C:23]([CH3:33])[N:22]=[C:21]([C:34]2[CH:35]=[CH:36][CH:37]=[CH:38][CH:39]=2)[N:20]=1. The catalyst class is: 685. (8) Reactant: ClC1C=CC=CC=1C(NC(=O)NC1SC2C=C(S([CH2:21][CH2:22][N:23]3[CH2:21][CH2:22][N:23]([CH2:24][CH3:25])[CH2:25][CH2:24]3)(=O)=O)C=CC=2N=1)=O.[C:36](Cl)(=[O:40])[C:37](Cl)=O.[Cl:42][C:43]1[CH:67]=[CH:66][C:65]([N:68]2[CH:72]=[CH:71]C(C)=N2)=[CH:64][C:44]=1[C:45]([NH:47][C:48](=[O:63])[NH:49][C:50]1[S:51][C:52]2[CH:58]=[C:57]([S:59]([CH3:62])(=[O:61])=[O:60])[CH:56]=[CH:55][C:53]=2[N:54]=1)=[O:46]. Product: [Cl:42][C:43]1[CH:67]=[CH:66][C:65]([N:68]2[CH2:37][CH2:36][O:40][CH2:71][CH2:72]2)=[CH:64][C:44]=1[C:45]([NH:47][C:48](=[O:63])[NH:49][C:50]1[S:51][C:52]2[CH:58]=[C:57]([S:59]([CH:62]3[CH2:25][CH2:24][NH:23][CH2:22][CH2:21]3)(=[O:60])=[O:61])[CH:56]=[CH:55][C:53]=2[N:54]=1)=[O:46]. The catalyst class is: 1. (9) Reactant: [CH:1]1([CH:4]([C:6]2[CH:11]=[CH:10][CH:9]=[CH:8][C:7]=2[CH3:12])[NH2:5])[CH2:3][CH2:2]1.[I:13][C:14]1[C:22]2[C:17](=[CH:18][CH:19]=[C:20]([C:23](N)=[O:24])[CH:21]=2)[NH:16][N:15]=1.CN(C(ON1N=NC2C=CC=CC1=2)=[N+](C)C)C.[B-](F)(F)(F)F.CCN(C(C)C)C(C)C. Product: [CH:1]1([CH:4]([C:6]2[CH:11]=[CH:10][CH:9]=[CH:8][C:7]=2[CH3:12])[NH:5][C:23]([C:20]2[CH:21]=[C:22]3[C:17](=[CH:18][CH:19]=2)[NH:16][N:15]=[C:14]3[I:13])=[O:24])[CH2:2][CH2:3]1. The catalyst class is: 3. (10) Reactant: Cl[CH2:2][C:3]1[C:4]([CH3:9])=[N:5][CH:6]=[CH:7][CH:8]=1.[C-:10]#[N:11].[Na+].[Cl-].[NH4+]. Product: [CH3:9][C:4]1[C:3]([CH2:2][C:10]#[N:11])=[CH:8][CH:7]=[CH:6][N:5]=1. The catalyst class is: 3.